Dataset: Catalyst prediction with 721,799 reactions and 888 catalyst types from USPTO. Task: Predict which catalyst facilitates the given reaction. (1) Reactant: [CH3:1][C:2]1([CH3:14])[O:6][C:5](=[O:7])[NH:4][CH:3]1[C:8]1[CH:9]=[N:10][CH:11]=[CH:12][CH:13]=1.I[C:16]1[CH:34]=[CH:33][C:19]([C:20]([NH:22][C:23]2[CH:24]=[CH:25][CH:26]=[C:27]3[C:32]=2[N:31]=[CH:30][CH:29]=[CH:28]3)=[O:21])=[CH:18][CH:17]=1.P([O-])([O-])([O-])=O.[K+].[K+].[K+].CNCCNC. Product: [CH3:1][C:2]1([CH3:14])[O:6][C:5](=[O:7])[N:4]([C:16]2[CH:34]=[CH:33][C:19]([C:20]([NH:22][C:23]3[CH:24]=[CH:25][CH:26]=[C:27]4[C:32]=3[N:31]=[CH:30][CH:29]=[CH:28]4)=[O:21])=[CH:18][CH:17]=2)[CH:3]1[C:8]1[CH:9]=[N:10][CH:11]=[CH:12][CH:13]=1. The catalyst class is: 321. (2) Reactant: [OH:1][C:2]1([C:22]2[CH:27]=[CH:26][CH:25]=[CH:24][CH:23]=2)[C@H:11]2[C@H:6]([CH2:7][CH2:8][CH2:9][CH2:10]2)[N:5](C(OCC2C=CC=CC=2)=O)[CH2:4][CH2:3]1. Product: [C:22]1([C:2]2([OH:1])[C@H:11]3[C@H:6]([CH2:7][CH2:8][CH2:9][CH2:10]3)[NH:5][CH2:4][CH2:3]2)[CH:23]=[CH:24][CH:25]=[CH:26][CH:27]=1. The catalyst class is: 50.